Task: Predict the reactants needed to synthesize the given product.. Dataset: Retrosynthesis with 50K atom-mapped reactions and 10 reaction types from USPTO (1) Given the product CCS(=O)c1ccc(Br)cn1, predict the reactants needed to synthesize it. The reactants are: CCSc1ccc(Br)cn1.O=C(OO)c1cccc(Cl)c1. (2) Given the product CC1CN(C(=O)OC(C)(C)C)CCN1c1nccnc1Cl, predict the reactants needed to synthesize it. The reactants are: CC1CN(C(=O)OC(C)(C)C)CCN1.Clc1nccnc1Cl. (3) Given the product CC1CCCCN1CCc1cc2cc(-c3ccc(C(=O)N4CCOCC4)cc3)ccc2o1, predict the reactants needed to synthesize it. The reactants are: CC1CCCCN1.CS(=O)(=O)OCCc1cc2cc(-c3ccc(C(=O)N4CCOCC4)cc3)ccc2o1. (4) Given the product COc1c(N2C[C@@H](N)C3(CC3)C2)c(F)cc2c(=O)c(C(=O)O)cn([C@@H]3C[C@@H]3F)c12, predict the reactants needed to synthesize it. The reactants are: COc1c(F)c(F)cc2c(=O)c(C(=O)O)cn([C@@H]3C[C@@H]3F)c12.N[C@@H]1CNCC12CC2. (5) Given the product COc1ccc(OC(F)(F)F)c(B2OC(C)(C)C(C)(C)O2)c1, predict the reactants needed to synthesize it. The reactants are: CC1(C)OB(B2OC(C)(C)C(C)(C)O2)OC1(C)C.COc1ccc(OC(F)(F)F)c(Cl)c1. (6) Given the product CC(C)Oc1cccc(CO)c1, predict the reactants needed to synthesize it. The reactants are: CC(C)Oc1cccc(C=O)c1.